Dataset: Reaction yield outcomes from USPTO patents with 853,638 reactions. Task: Predict the reaction yield, written as a fraction of the theoretical maximum amount of product (1.0 means a 100% yield; for example, 0.34 means a 34% yield). (1) The reactants are [CH3:1][O:2][C:3]1[CH:4]=[C:5]2[C:10](=[CH:11][C:12]=1[O:13][CH3:14])[N:9]=[CH:8][N:7]=[C:6]2[NH:15][C:16]1[C:17]([F:28])=[C:18]2[C:22](=[CH:23][CH:24]=1)[N:21](C(=O)C)[CH2:20][CH2:19]2. The catalyst is Cl. The product is [F:28][C:17]1[C:16]([NH:15][C:6]2[C:5]3[C:10](=[CH:11][C:12]([O:13][CH3:14])=[C:3]([O:2][CH3:1])[CH:4]=3)[N:9]=[CH:8][N:7]=2)=[CH:24][CH:23]=[C:22]2[C:18]=1[CH2:19][CH2:20][NH:21]2. The yield is 0.960. (2) The reactants are [Cu]([C:4]#[N:5])C#N.[C-]#N.[Na+].Br[C:10]1[N:11]=[CH:12][C:13]([NH2:16])=[N:14][CH:15]=1. The catalyst is CN(C=O)C.CCOC(C)=O.O. The product is [NH2:16][C:13]1[N:14]=[CH:15][C:10]([C:4]#[N:5])=[N:11][CH:12]=1. The yield is 0.500. (3) No catalyst specified. The yield is 0.750. The reactants are [Cl:1][C:2]1[S:6][C:5]([C:7]([OH:9])=[O:8])=[CH:4][C:3]=1[N+:10]([O-:12])=[O:11].O=S(Cl)Cl.[CH3:17]O. The product is [Cl:1][C:2]1[S:6][C:5]([C:7]([O:9][CH3:17])=[O:8])=[CH:4][C:3]=1[N+:10]([O-:12])=[O:11].